Dataset: Catalyst prediction with 721,799 reactions and 888 catalyst types from USPTO. Task: Predict which catalyst facilitates the given reaction. (1) Reactant: [Br:1][C:2]1[C:3]([CH:18]2[CH2:20][CH2:19]2)=[N:4][C:5]([N:11]2[CH2:16][CH2:15][NH:14][C@H:13]([CH3:17])[CH2:12]2)=[C:6]([C:9]=1[CH3:10])[C:7]#[N:8].[CH3:21][O:22][CH2:23][CH2:24][C:25](O)=[O:26].CN(C(ON1N=NC2C=CC=NC1=2)=[N+](C)C)C.F[P-](F)(F)(F)(F)F.CCN(C(C)C)C(C)C. Product: [Br:1][C:2]1[C:3]([CH:18]2[CH2:20][CH2:19]2)=[N:4][C:5]([N:11]2[CH2:16][CH2:15][N:14]([C:25](=[O:26])[CH2:24][CH2:23][O:22][CH3:21])[C@H:13]([CH3:17])[CH2:12]2)=[C:6]([C:9]=1[CH3:10])[C:7]#[N:8]. The catalyst class is: 2. (2) Reactant: FC(F)(F)C(O)=O.[Br:8][C:9]1[CH:10]=[N:11][C:12]([O:15][C:16]2[CH:21]=[CH:20][CH:19]=[C:18]([CH:22]=[C:23]3[CH2:28][CH2:27][NH:26][CH2:25][CH2:24]3)[CH:17]=2)=[N:13][CH:14]=1.[N:29]1[CH:34]=[CH:33][CH:32]=[C:31]([NH:35][C:36](=O)[O:37]C2C=CC=CC=2)[CH:30]=1.NC1C=NC=CC=1.C(N(C(C)C)CC)(C)C. Product: [Br:8][C:9]1[CH:10]=[N:11][C:12]([O:15][C:16]2[CH:17]=[C:18]([CH:19]=[CH:20][CH:21]=2)[CH:22]=[C:23]2[CH2:28][CH2:27][N:26]([C:36]([NH:35][C:31]3[CH:30]=[N:29][CH:34]=[CH:33][CH:32]=3)=[O:37])[CH2:25][CH2:24]2)=[N:13][CH:14]=1. The catalyst class is: 10. (3) Reactant: C(OC([N:8]1[CH2:12][CH:11]([CH2:13][O:14][C:15]2[CH:20]=[CH:19][CH:18]=[C:17]([F:21])[CH:16]=2)[CH:10]=[C:9]1[C:22]([O:24]C(C)(C)C)=[O:23])=O)(C)(C)C. The catalyst class is: 89. Product: [F:21][C:17]1[CH:16]=[C:15]([CH:20]=[CH:19][CH:18]=1)[O:14][CH2:13][C@@H:11]1[CH2:12][NH:8][C@H:9]([C:22]([OH:24])=[O:23])[CH2:10]1. (4) Reactant: CS([Cl:5])(=O)=O.[Cl:6][C:7]1[CH:12]=[CH:11][C:10]([C:13]2[CH:18]=[CH:17][C:16]([NH:19][C:20](=[O:31])[CH2:21][CH2:22][C:23]3[CH:28]=[CH:27][C:26]([CH2:29]O)=[CH:25][CH:24]=3)=[CH:15][CH:14]=2)=[CH:9][CH:8]=1.C(N(CC)CC)C. Product: [Cl:6][C:7]1[CH:12]=[CH:11][C:10]([C:13]2[CH:18]=[CH:17][C:16]([NH:19][C:20](=[O:31])[CH2:21][CH2:22][C:23]3[CH:28]=[CH:27][C:26]([CH2:29][Cl:5])=[CH:25][CH:24]=3)=[CH:15][CH:14]=2)=[CH:9][CH:8]=1. The catalyst class is: 4. (5) The catalyst class is: 436. Reactant: [Cl:1][C:2]1[C:3]([C:9](O)=O)=[N:4][C:5]([Cl:8])=[CH:6][CH:7]=1.P(OC1C=CC=CC=1)(OC1C=CC=CC=1)OC1C=CC=CC=1.[CH3:34][NH:35][C:36]1[CH:41]=[CH:40][CH:39]=[CH:38][C:37]=1[NH2:42]. Product: [Cl:1][C:2]1[C:3]([C:9]2[N:35]([CH3:34])[C:36]3[CH:41]=[CH:40][CH:39]=[CH:38][C:37]=3[N:42]=2)=[N:4][C:5]([Cl:8])=[CH:6][CH:7]=1.